From a dataset of Forward reaction prediction with 1.9M reactions from USPTO patents (1976-2016). Predict the product of the given reaction. (1) Given the reactants [NH2:1][C:2]1[CH:3]=[CH:4][C:5]([F:19])=[C:6]([C@:8]2([CH3:18])[C:14]([F:16])([F:15])[CH2:13][O:12][CH2:11][C:10]([NH2:17])=[N:9]2)[CH:7]=1.[CH:20]1([C:23]2[CH:24]=[CH:25][C:26]([C:29]([OH:31])=[O:30])=[N:27][CH:28]=2)[CH2:22][CH2:21]1, predict the reaction product. The product is: [CH:29]([OH:31])=[O:30].[NH2:17][C:10]1[CH2:11][O:12][CH2:13][C:14]([F:15])([F:16])[C@:8]([C:6]2[CH:7]=[C:2]([NH:1][C:29](=[O:30])[C:26]3[CH:25]=[CH:24][C:23]([CH:20]4[CH2:22][CH2:21]4)=[CH:28][N:27]=3)[CH:3]=[CH:4][C:5]=2[F:19])([CH3:18])[N:9]=1. (2) The product is: [F:20][C:17]1[CH:16]=[CH:15][C:14]([CH:13]2[CH2:9][N:10]([C:35]([O:34][C:30]([CH3:33])([CH3:32])[CH3:31])=[O:36])[C:11]([S:21][CH3:22])=[N:12]2)=[CH:19][CH:18]=1. Given the reactants I.FC1C=CC([C@H:9]2[C@@H:13]([C:14]3[CH:19]=[CH:18][C:17]([F:20])=[CH:16][CH:15]=3)[NH:12][C:11]([S:21][CH3:22])=[N:10]2)=CC=1.C(N(CC)CC)C.[C:30]([O:34][C:35](O[C:35]([O:34][C:30]([CH3:33])([CH3:32])[CH3:31])=[O:36])=[O:36])([CH3:33])([CH3:32])[CH3:31], predict the reaction product. (3) Given the reactants C(O)(=O)C.[Br:5][C:6]1[CH:11]=[C:10]([N+:12]([O-])=O)[CH:9]=[C:8]([C:15]([F:18])([F:17])[F:16])[C:7]=1[NH:19][C:20](=[O:29])[CH2:21][CH2:22][CH:23]1[CH2:28][CH2:27][CH2:26][CH2:25][CH2:24]1, predict the reaction product. The product is: [NH2:12][C:10]1[CH:9]=[C:8]([C:15]([F:17])([F:18])[F:16])[C:7]([NH:19][C:20](=[O:29])[CH2:21][CH2:22][CH:23]2[CH2:28][CH2:27][CH2:26][CH2:25][CH2:24]2)=[C:6]([Br:5])[CH:11]=1.